From a dataset of Reaction yield outcomes from USPTO patents with 853,638 reactions. Predict the reaction yield, written as a fraction of the theoretical maximum amount of product (1.0 means a 100% yield; for example, 0.34 means a 34% yield). The reactants are [H-].[Na+].[S:3]1[C:7]2[CH:8]=[C:9]([NH:12][S:13]([CH3:16])(=[O:15])=[O:14])[CH:10]=[CH:11][C:6]=2[N:5]=[CH:4]1.I[CH3:18]. The catalyst is O1CCCC1. The product is [S:3]1[C:7]2[CH:8]=[C:9]([N:12]([CH3:18])[S:13]([CH3:16])(=[O:14])=[O:15])[CH:10]=[CH:11][C:6]=2[N:5]=[CH:4]1. The yield is 0.860.